Predict the reactants needed to synthesize the given product. From a dataset of Full USPTO retrosynthesis dataset with 1.9M reactions from patents (1976-2016). (1) The reactants are: Br[C:2]1[CH:3]=[CH:4][C:5]([O:8][CH3:9])=[N:6][CH:7]=1.C([Li])CCC.[Br:15][C:16]1[CH:21]=[CH:20][C:19]([CH:22]([C:30]2[CH:35]=[CH:34][C:33]([F:36])=[CH:32][C:31]=2[CH3:37])[CH2:23][C:24](N(OC)C)=[O:25])=[CH:18][CH:17]=1. Given the product [Br:15][C:16]1[CH:21]=[CH:20][C:19]([CH:22]([C:30]2[CH:35]=[CH:34][C:33]([F:36])=[CH:32][C:31]=2[CH3:37])[CH2:23][C:24]([C:2]2[CH:7]=[N:6][C:5]([O:8][CH3:9])=[CH:4][CH:3]=2)=[O:25])=[CH:18][CH:17]=1, predict the reactants needed to synthesize it. (2) Given the product [CH:1]1([N:6]2[C:10]3[N:11]=[C:12]([NH:15][C:16]4[CH:21]=[CH:20][C:19]([N:22]5[C:29](=[O:30])[CH2:28][C@H:27]6[N:31]([CH2:43][C:44]([F:47])([F:46])[F:45])[C@H:24]([CH2:25][CH2:26]6)[CH2:23]5)=[CH:18][N:17]=4)[N:13]=[CH:14][C:9]=3[CH:8]=[C:7]2[C:32]([N:34]([CH3:36])[CH3:35])=[O:33])[CH2:2][CH2:3][CH2:4][CH2:5]1, predict the reactants needed to synthesize it. The reactants are: [CH:1]1([N:6]2[C:10]3[N:11]=[C:12]([NH:15][C:16]4[CH:21]=[CH:20][C:19]([N:22]5[C:29](=[O:30])[CH2:28][C@@H:27]6[NH:31][C@@H:24]([CH2:25][CH2:26]6)[CH2:23]5)=[CH:18][N:17]=4)[N:13]=[CH:14][C:9]=3[CH:8]=[C:7]2[C:32]([N:34]([CH3:36])[CH3:35])=[O:33])[CH2:5][CH2:4][CH2:3][CH2:2]1.FC(F)(F)S(O[CH2:43][C:44]([F:47])([F:46])[F:45])(=O)=O.O. (3) The reactants are: [CH3:1][O:2][C:3]1[CH:4]=[C:5]([CH2:11][CH2:12][NH:13][C:14](=O)[CH2:15][CH2:16][C:17]2[CH:22]=[CH:21][C:20]([C:23]([F:26])([F:25])[F:24])=[CH:19][CH:18]=2)[CH:6]=[CH:7][C:8]=1[O:9][CH3:10].P(Cl)(Cl)(Cl)=O.[OH-].[Na+].[CH3:35][S:36]([OH:39])(=[O:38])=[O:37]. Given the product [CH3:1][O:2][C:3]1[CH:4]=[C:5]2[C:6](=[CH:7][C:8]=1[O:9][CH3:10])[C:14]([CH2:15][CH2:16][C:17]1[CH:22]=[CH:21][C:20]([C:23]([F:26])([F:25])[F:24])=[CH:19][CH:18]=1)([CH2:35][S:36]([OH:39])(=[O:38])=[O:37])[NH:13][CH2:12][CH2:11]2, predict the reactants needed to synthesize it. (4) The reactants are: [NH2:1][C@@H:2]1[N:8]=[C:7]([C:9]2[CH:14]=[CH:13][CH:12]=[CH:11][CH:10]=2)[C:6]2[CH:15]=[CH:16][CH:17]=[CH:18][C:5]=2[N:4]([CH2:19][C:20]([F:23])([F:22])[F:21])[C:3]1=[O:24].[C:25]([C:28]1[CH:29]=[C:30]2[C:35](=[CH:36][CH:37]=1)[CH2:34][C:33]1([C:41](=[O:42])[NH:40][C:39](=[O:43])[NH:38]1)[CH2:32][CH2:31]2)(O)=[O:26].C(Cl)CCl.C1C=CC2N(O)N=NC=2C=1.C(N(CC)C(C)C)(C)C. Given the product [O:43]=[C:39]1[NH:38][C:33]2([CH2:32][CH2:31][C:30]3[C:35](=[CH:36][CH:37]=[C:28]([C:25]([NH:1][C@@H:2]4[N:8]=[C:7]([C:9]5[CH:10]=[CH:11][CH:12]=[CH:13][CH:14]=5)[C:6]5[CH:15]=[CH:16][CH:17]=[CH:18][C:5]=5[N:4]([CH2:19][C:20]([F:21])([F:23])[F:22])[C:3]4=[O:24])=[O:26])[CH:29]=3)[CH2:34]2)[C:41](=[O:42])[NH:40]1, predict the reactants needed to synthesize it. (5) Given the product [C:46]([O:49][C:50]([NH:38][N:2]=[CH:1][C:3]1[CH:4]=[CH:5][C:6]([C:7]([N:9]2[CH2:30][CH2:29][C:12]3([NH:16][C:15](=[O:17])[N:14]([CH2:18][CH2:19][CH2:20][C:21]([O:23][C:24]([CH3:25])([CH3:26])[CH3:27])=[O:22])[C:13]3=[O:28])[CH2:11][CH2:10]2)=[O:8])=[CH:31][CH:32]=1)=[O:52])([CH3:48])([CH3:47])[CH3:45], predict the reactants needed to synthesize it. The reactants are: [C:1]([C:3]1[CH:32]=[CH:31][C:6]([C:7]([N:9]2[CH2:30][CH2:29][C:12]3([NH:16][C:15](=[O:17])[N:14]([CH2:18][CH2:19][CH2:20][C:21]([O:23][C:24]([CH3:27])([CH3:26])[CH3:25])=[O:22])[C:13]3=[O:28])[CH2:11][CH2:10]2)=[O:8])=[CH:5][CH:4]=1)#[N:2].S.C([O-])(=O)C.[NH4+:38].C(=O)([O-])[O-].[K+].[K+].[CH3:45][C:46]([O:49][C:50]([O:52]C(OC(C)(C)C)=O)=O)([CH3:48])[CH3:47]. (6) Given the product [NH2:17][C:16]1[C:11]([C:9]([CH:1]2[CH2:3][CH2:2]2)=[O:10])=[N:12][C:13]([C:18]2[CH:23]=[C:22]([S:24]([N:27]3[CH2:32][CH2:31][O:30][CH2:29][CH2:28]3)(=[O:26])=[O:25])[CH:21]=[CH:20][C:19]=2[CH3:33])=[CH:14][N:15]=1, predict the reactants needed to synthesize it. The reactants are: [CH:1]1([Mg]Br)[CH2:3][CH2:2]1.CON(C)[C:9]([C:11]1[C:16]([NH2:17])=[N:15][CH:14]=[C:13]([C:18]2[CH:23]=[C:22]([S:24]([N:27]3[CH2:32][CH2:31][O:30][CH2:29][CH2:28]3)(=[O:26])=[O:25])[CH:21]=[CH:20][C:19]=2[CH3:33])[N:12]=1)=[O:10].Cl. (7) Given the product [O:30]1[C:22]2[CH:21]=[CH:20][C:25]([CH2:26][N:17]3[CH2:18][CH2:19][CH:14]([NH:13][C:5]4[C:4]5[C:9](=[CH:10][CH:11]=[C:2]([Cl:1])[CH:3]=5)[O:8][C:7](=[O:12])[CH:6]=4)[CH2:15][CH2:16]3)=[CH:24][C:23]=2[O:28][CH2:29]1, predict the reactants needed to synthesize it. The reactants are: [Cl:1][C:2]1[CH:3]=[C:4]2[C:9](=[CH:10][CH:11]=1)[O:8][C:7](=[O:12])[CH:6]=[C:5]2[NH:13][CH:14]1[CH2:19][CH2:18][NH:17][CH2:16][CH2:15]1.[CH:20]1[C:25]([CH:26]=O)=[CH:24][C:23]2[O:28][CH2:29][O:30][C:22]=2[CH:21]=1.